This data is from hERG channel blocking data for cardiac toxicity assessment. The task is: Regression/Classification. Given a drug SMILES string, predict its toxicity properties. Task type varies by dataset: regression for continuous values (e.g., LD50, hERG inhibition percentage) or binary classification for toxic/non-toxic outcomes (e.g., AMES mutagenicity, cardiotoxicity, hepatotoxicity). Dataset: herg. (1) The molecule is Fc1ccc2c([C@@H]3C[NH2+]CC[C@@H]3F)c(-c3ccccc3)[nH]c2c1. The result is 1 (blocker). (2) The molecule is N#Cc1ccc(Cn2cncc2C[NH+](Cc2cccnc2)[C@H]2CCN(Cc3ccccc3)C2=O)cc1. The result is 1 (blocker).